This data is from Forward reaction prediction with 1.9M reactions from USPTO patents (1976-2016). The task is: Predict the product of the given reaction. (1) Given the reactants [CH3:1][C:2]([CH3:11])([CH3:10])[CH2:3][C:4]1[CH:9]=[CH:8][CH:7]=[CH:6][CH:5]=1.Cl[Sn](Cl)(Cl)Cl.[CH3:17][O:18]C(Cl)Cl, predict the reaction product. The product is: [CH3:1][C:2]([CH3:11])([CH3:10])[CH2:3][C:4]1[CH:9]=[CH:8][C:7]([CH:17]=[O:18])=[CH:6][CH:5]=1. (2) Given the reactants [N:1]([CH:4]1[CH2:9][CH2:8][CH:7]([O:10][Si:11]([C:14]([CH3:17])([CH3:16])[CH3:15])([CH3:13])[CH3:12])[CH:6]([F:18])[CH2:5]1)=[N+]=[N-], predict the reaction product. The product is: [Si:11]([O:10][CH:7]1[CH2:8][CH2:9][CH:4]([NH2:1])[CH2:5][CH:6]1[F:18])([C:14]([CH3:17])([CH3:16])[CH3:15])([CH3:13])[CH3:12]. (3) The product is: [CH:70]1([CH2:73][O:74][C:75]2[C:76]([C:85]3[C:94]4[C:89](=[CH:90][C:91]([F:95])=[CH:92][CH:93]=4)[C:88](=[O:96])[N:87]([CH3:97])[CH:86]=3)=[N:77][C:78]([NH:102][S:99]([CH3:98])(=[O:101])=[O:100])=[N:79][CH:80]=2)[CH2:71][CH2:72]1. Given the reactants BrC1C2C(=CC(F)=CC=2)C(=O)NC=1.CC1(C)C(C)(C)OB(B2OC(C)(C)C(C)(C)O2)O1.FC1C=C2C(C(B3OC(C)(C)C(C)(C)O3)=CN(C)C2=O)=CC=1.ClC1C(OCC2CC2)=CN=C(S(C)(=O)=O)N=1.[CH:70]1([CH2:73][O:74][C:75]2[C:76]([C:85]3[C:94]4[C:89](=[CH:90][C:91]([F:95])=[CH:92][CH:93]=4)[C:88](=[O:96])[N:87]([CH3:97])[CH:86]=3)=[N:77][C:78](S(C)(=O)=O)=[N:79][CH:80]=2)[CH2:72][CH2:71]1.[CH3:98][S:99]([NH2:102])(=[O:101])=[O:100], predict the reaction product. (4) Given the reactants [CH:1]([C:3]1[CH:11]=[CH:10][C:6]([C:7](Cl)=[O:8])=[CH:5][CH:4]=1)=[O:2].[NH2:12][CH2:13][CH2:14][N:15]1[CH2:19][CH2:18][NH:17][C:16]1=[O:20].CCN(CC)CC, predict the reaction product. The product is: [CH:1]([C:3]1[CH:11]=[CH:10][C:6]([C:7]([NH:12][CH2:13][CH2:14][N:15]2[CH2:19][CH2:18][NH:17][C:16]2=[O:20])=[O:8])=[CH:5][CH:4]=1)=[O:2]. (5) Given the reactants [OH:1][C:2]([CH3:11])([CH3:10])[C:3]([O:5][C:6]([CH3:9])([CH3:8])[CH3:7])=[O:4].[H-].[Na+].Br[CH2:15][CH2:16][CH2:17][O:18][CH:19]1[CH2:24][CH2:23][CH2:22][CH2:21][O:20]1.Cl, predict the reaction product. The product is: [CH3:10][C:2]([O:1][CH2:15][CH2:16][CH2:17][O:18][CH:19]1[CH2:24][CH2:23][CH2:22][CH2:21][O:20]1)([CH3:11])[C:3]([O:5][C:6]([CH3:9])([CH3:8])[CH3:7])=[O:4]. (6) Given the reactants [C:1]([C:5]1[CH:6]=[C:7]([C:11]#[C:12][Si](C)(C)C)[CH:8]=[CH:9][CH:10]=1)([CH3:4])([CH3:3])[CH3:2].C(=O)([O-])[O-].[K+].[K+], predict the reaction product. The product is: [C:1]([C:5]1[CH:10]=[CH:9][CH:8]=[C:7]([C:11]#[CH:12])[CH:6]=1)([CH3:4])([CH3:3])[CH3:2]. (7) Given the reactants Cl.[Cl:2][C:3]1[CH:4]=[C:5]2[C:9](=[CH:10][CH:11]=1)[NH:8][C:7]([C:12]([NH:14][C@H:15]1[CH2:20][CH2:19][CH2:18][CH2:17][C@H:16]1[NH:21][C:22]([C:24]1[S:25][C:26]3[CH2:27][NH:28][CH2:29][CH2:30][C:31]=3[N:32]=1)=[O:23])=[O:13])=[CH:6]2.C(N(CC)CC)C.[CH3:40][S:41](Cl)(=[O:43])=[O:42], predict the reaction product. The product is: [Cl:2][C:3]1[CH:4]=[C:5]2[C:9](=[CH:10][CH:11]=1)[NH:8][C:7]([C:12]([NH:14][C@H:15]1[CH2:20][CH2:19][CH2:18][CH2:17][C@H:16]1[NH:21][C:22]([C:24]1[S:25][C:26]3[CH2:27][N:28]([S:41]([CH3:40])(=[O:43])=[O:42])[CH2:29][CH2:30][C:31]=3[N:32]=1)=[O:23])=[O:13])=[CH:6]2.